From a dataset of Full USPTO retrosynthesis dataset with 1.9M reactions from patents (1976-2016). Predict the reactants needed to synthesize the given product. (1) Given the product [Br:1][C:2]1[C:3]([I:14])=[CH:4][CH:5]=[C:6]2[C:11]=1[CH:10]=[CH:9][C:8]([CH2:12][P:18](=[O:22])([O:19][CH2:20][CH3:21])[O:17][CH2:15][CH3:16])=[CH:7]2, predict the reactants needed to synthesize it. The reactants are: [Br:1][C:2]1[C:11]2[C:6](=[CH:7][C:8]([CH2:12]Br)=[CH:9][CH:10]=2)[CH:5]=[CH:4][C:3]=1[I:14].[CH2:15]([O:17][P:18]([O:22]CC)[O:19][CH2:20][CH3:21])[CH3:16]. (2) Given the product [CH:19]1([N:29]2[CH2:30][CH2:31][CH2:32][N:36]([C:40]([C:2]3[CH:7]=[N:6][C:5]([O:8][C:9]4[CH:14]=[CH:13][C:12]([F:15])=[CH:11][CH:10]=4)=[CH:4][CH:3]=3)=[O:45])[CH2:35][CH2:34]2)[CH2:18][CH2:17][CH2:16]1, predict the reactants needed to synthesize it. The reactants are: Br[C:2]1[CH:3]=[CH:4][C:5]([O:8][C:9]2[CH:14]=[CH:13][C:12]([F:15])=[CH:11][CH:10]=2)=[N:6][CH:7]=1.[CH2:16]([Li])[CH2:17][CH2:18][CH3:19].Cl.Cl.C1(C2C=[CH:32][CH:31]=[CH:30][NH:29]N=2)CCC1.[CH3:34][CH2:35][N:36]([CH:40](C)C)C(C)C.CC[O:45]CC. (3) The reactants are: [CH:1]1[C:6]([NH2:7])=[CH:5][C:4]([C:8]([OH:10])=[O:9])=[C:3]([OH:11])[CH:2]=1.C(N(CC)CC)C.[CH3:19][C:20]([O:23][C:24](O[C:24]([O:23][C:20]([CH3:22])([CH3:21])[CH3:19])=[O:25])=[O:25])([CH3:22])[CH3:21]. Given the product [C:20]([O:23][C:24]([NH:7][C:6]1[CH:1]=[CH:2][C:3]([OH:11])=[C:4]([CH:5]=1)[C:8]([OH:10])=[O:9])=[O:25])([CH3:22])([CH3:21])[CH3:19], predict the reactants needed to synthesize it. (4) Given the product [C:1]([C:5]1[S:9]/[C:8](=[N:10]\[C:11](=[O:24])[C:12]2[CH:17]=[C:16]([C:18]([F:21])([F:19])[F:20])[CH:15]=[CH:14][C:13]=2[CH2:22][N:34]2[CH2:38][CH2:37][CH2:36][C@H:35]2[CH2:39][OH:40])/[N:7]([CH2:25][C@H:26]2[CH2:30][CH2:29][CH2:28][O:27]2)[CH:6]=1)([CH3:3])([CH3:4])[CH3:2], predict the reactants needed to synthesize it. The reactants are: [C:1]([C:5]1[S:9]/[C:8](=[N:10]\[C:11](=[O:24])[C:12]2[CH:17]=[C:16]([C:18]([F:21])([F:20])[F:19])[CH:15]=[CH:14][C:13]=2[CH:22]=O)/[N:7]([CH2:25][C@H:26]2[CH2:30][CH2:29][CH2:28][O:27]2)[CH:6]=1)([CH3:4])([CH3:3])[CH3:2].C([BH3-])#N.[NH:34]1[CH2:38][CH2:37][CH2:36][C@H:35]1[CH2:39][OH:40].C(O)(=O)C. (5) The reactants are: [O:1]1[C:5]2[CH:6]=[CH:7][CH:8]=[CH:9][C:4]=2[CH:3]=[C:2]1[C:10]1[N:19]=[C:18]([NH:20][CH2:21][CH2:22][CH2:23][N:24]([CH3:26])[CH3:25])[C:17]2[C:12](=[C:13]([C:27]#[N:28])[CH:14]=[CH:15][CH:16]=2)[N:11]=1.[OH-:29].[K+]. Given the product [O:1]1[C:5]2[CH:6]=[CH:7][CH:8]=[CH:9][C:4]=2[CH:3]=[C:2]1[C:10]1[N:19]=[C:18]([NH:20][CH2:21][CH2:22][CH2:23][N:24]([CH3:25])[CH3:26])[C:17]2[C:12](=[C:13]([C:27]([NH2:28])=[O:29])[CH:14]=[CH:15][CH:16]=2)[N:11]=1, predict the reactants needed to synthesize it. (6) Given the product [C:46]([C:45]1[CH:49]=[CH:50][C:51]2[NH:52][C:17]([C:13]3[CH:12]=[C:11]([C:19]([CH3:25])([CH3:24])[C:20]([O:22][CH3:23])=[O:21])[CH:10]=[C:9]([C:7]4[CH:8]=[C:3]([C:1]#[N:2])[CH:4]=[CH:5][C:6]=4[O:26][CH3:27])[C:14]=3[O:15][CH3:16])=[N:42][C:43]=2[CH:44]=1)(=[NH:47])[NH2:48], predict the reactants needed to synthesize it. The reactants are: [C:1]([C:3]1[CH:4]=[CH:5][C:6]([O:26][CH3:27])=[C:7]([C:9]2[C:14]([O:15][CH3:16])=[C:13]([CH:17]=O)[CH:12]=[C:11]([C:19]([CH3:25])([CH3:24])[C:20]([O:22][CH3:23])=[O:21])[CH:10]=2)[CH:8]=1)#[N:2].C(O)(C)C.S(S([O-])=O)([O-])(=O)=O.[Na+].[Na+].Cl.[NH2:42][C:43]1[CH:44]=[C:45]([CH:49]=[CH:50][C:51]=1[NH2:52])[C:46]([NH2:48])=[NH:47]. (7) Given the product [OH:24][C:23]1[C:25]2[C:4]3[C:5](=[O:16])[C:6]4[C:11]([C:12](=[O:15])[C:13]=3[O:18][C:17]=2[CH:19]=[C:20]([OH:21])[CH:22]=1)=[CH:10][CH:9]=[CH:8][CH:7]=4, predict the reactants needed to synthesize it. The reactants are: [OH-].[K+].Cl[C:4]1[C:5](=[O:16])[C:6]2[C:11]([C:12](=[O:15])[C:13]=1Cl)=[CH:10][CH:9]=[CH:8][CH:7]=2.[C:17]1([CH:25]=[C:23]([OH:24])[CH:22]=[C:20]([OH:21])[CH:19]=1)[OH:18].